From a dataset of Forward reaction prediction with 1.9M reactions from USPTO patents (1976-2016). Predict the product of the given reaction. (1) Given the reactants [CH:1]1[C:6]2[CH:7]([NH2:16])[C:8]3[CH:15]=[CH:14][CH:13]=[CH:12][C:9]=3[CH2:10][CH2:11][C:5]=2[CH:4]=[CH:3][N:2]=1.[C:17](=S)=[S:18].C(Cl)CCl, predict the reaction product. The product is: [N:16]([CH:7]1[C:6]2[CH:1]=[N:2][CH:3]=[CH:4][C:5]=2[CH2:11][CH2:10][C:9]2[CH:12]=[CH:13][CH:14]=[CH:15][C:8]1=2)=[C:17]=[S:18]. (2) Given the reactants [CH3:1][O:2][C:3]1[C:11]2[N:10]=[C:9]([C:12]3[S:13][CH:14]=[CH:15][CH:16]=3)[NH:8][C:7]=2[C:6]([C:17]([OH:19])=O)=[CH:5][CH:4]=1.[NH2:20][CH2:21][CH:22]1[CH2:27][CH2:26][N:25]([C:28]([O:30][C:31]([CH3:34])([CH3:33])[CH3:32])=[O:29])[CH2:24][CH2:23]1, predict the reaction product. The product is: [CH3:1][O:2][C:3]1[C:11]2[NH:10][C:9]([C:12]3[S:13][CH:14]=[CH:15][CH:16]=3)=[N:8][C:7]=2[C:6]([C:17]([NH:20][CH2:21][CH:22]2[CH2:27][CH2:26][N:25]([C:28]([O:30][C:31]([CH3:34])([CH3:33])[CH3:32])=[O:29])[CH2:24][CH2:23]2)=[O:19])=[CH:5][CH:4]=1. (3) Given the reactants Br[C:2]1[CH:7]=[CH:6][C:5]([Br:8])=[CH:4][CH:3]=1.C(=O)([O-])[O-].[K+].[K+].[Cl:15][C:16]1[CH:17]=[CH:18][C:19]([CH:25]=[O:26])=[C:20](B(O)O)[CH:21]=1, predict the reaction product. The product is: [Br:8][C:5]1[CH:6]=[CH:7][C:2]([C:18]2[C:19]([CH:25]=[O:26])=[CH:20][CH:21]=[C:16]([Cl:15])[CH:17]=2)=[CH:3][CH:4]=1. (4) The product is: [Br:1][C:2]1[CH:7]=[N+:6]([O-:13])[C:5]([C:8]([N:10]([CH3:12])[CH3:11])=[O:9])=[CH:4][CH:3]=1. Given the reactants [Br:1][C:2]1[CH:3]=[CH:4][C:5]([C:8]([N:10]([CH3:12])[CH3:11])=[O:9])=[N:6][CH:7]=1.[OH:13]O, predict the reaction product. (5) Given the reactants Cl[C:2]1[C:11]2[C:6](=[CH:7][CH:8]=[CH:9][CH:10]=2)[CH:5]=[C:4]([Cl:12])[N:3]=1.I.[OH-].[Na+], predict the reaction product. The product is: [Cl:12][C:4]1[N:3]=[CH:2][C:11]2[C:6]([CH:5]=1)=[CH:7][CH:8]=[CH:9][CH:10]=2. (6) Given the reactants [CH3:1][C:2]([CH2:10][CH2:11][CH2:12][CH:13]([CH3:25])[CH2:14][CH2:15][CH2:16][CH:17]([CH3:24])[CH2:18][CH2:19][CH2:20][CH:21]([CH3:23])[CH3:22])=[CH:3][CH2:4][CH2:5][C:6]([O:8][CH3:9])=[O:7].[OH:26][CH2:27][C:28](CO)([CH2:31][OH:32])[CH2:29][OH:30].C(=O)([O-])[O-].[K+].[K+].C(O)=O, predict the reaction product. The product is: [CH3:1][C:2]([CH2:10][CH2:11][CH2:12][CH:13]([CH3:25])[CH2:14][CH2:15][CH2:16][CH:17]([CH3:24])[CH2:18][CH2:19][CH2:20][CH:21]([CH3:23])[CH3:22])=[CH:3][CH2:4][CH2:5][C:6]([O:8][CH2:9][C:28]([CH2:31][OH:32])([CH2:29][OH:30])[CH2:27][OH:26])=[O:7]. (7) Given the reactants [F:1][C:2]1([F:31])[O:6][C:5]2[CH:7]=[CH:8][C:9]([N:11]([CH2:29][CH3:30])[C:12](=[O:28])[CH2:13][N:14]3[C:23](=[O:24])[C:22]4[C:17](=[CH:18][CH:19]=[CH:20][CH:21]=4)[C:16]([C:25]([OH:27])=O)=[N:15]3)=[CH:10][C:4]=2[O:3]1.[NH2:32][C:33]1[CH:40]=[CH:39][CH:38]=[CH:37][C:34]=1[C:35]#[N:36].O=P(Cl)(Cl)Cl.C([O-])(O)=O.[Na+], predict the reaction product. The product is: [C:35]([C:34]1[CH:37]=[CH:38][CH:39]=[CH:40][C:33]=1[NH:32][C:25]([C:16]1[C:17]2[C:22](=[CH:21][CH:20]=[CH:19][CH:18]=2)[C:23](=[O:24])[N:14]([CH2:13][C:12]([N:11]([C:9]2[CH:8]=[CH:7][C:5]3[O:6][C:2]([F:1])([F:31])[O:3][C:4]=3[CH:10]=2)[CH2:29][CH3:30])=[O:28])[N:15]=1)=[O:27])#[N:36].